Dataset: Reaction yield outcomes from USPTO patents with 853,638 reactions. Task: Predict the reaction yield, written as a fraction of the theoretical maximum amount of product (1.0 means a 100% yield; for example, 0.34 means a 34% yield). The yield is 0.546. The product is [CH3:7][S:8]([N:11]1[CH2:16][CH2:15][C:14]2[N:17]([CH2:31][CH2:32][CH2:33][OH:34])[N:18]=[C:19]([C:20]3[CH:21]=[CH:22][C:23]([C:26]([F:29])([F:27])[F:28])=[CH:24][CH:25]=3)[C:13]=2[CH2:12]1)(=[O:9])=[O:10]. The reactants are C([O-])([O-])=O.[Cs+].[Cs+].[CH3:7][S:8]([N:11]1[CH2:16][CH2:15][C:14]2[NH:17][N:18]=[C:19]([C:20]3[CH:25]=[CH:24][C:23]([C:26]([F:29])([F:28])[F:27])=[CH:22][CH:21]=3)[C:13]=2[CH2:12]1)(=[O:10])=[O:9].Br[CH2:31][CH2:32][CH2:33][OH:34].CO. The catalyst is CN(C=O)C.O.